The task is: Predict which catalyst facilitates the given reaction.. This data is from Catalyst prediction with 721,799 reactions and 888 catalyst types from USPTO. (1) Reactant: [N+:1]([C:4]1[CH:14]=[CH:13][C:7]([CH2:8][NH:9][C:10](=[O:12])[CH3:11])=[CH:6][CH:5]=1)([O-])=O.[H][H]. The catalyst class is: 446. Product: [NH2:1][C:4]1[CH:5]=[CH:6][C:7]([CH2:8][NH:9][C:10](=[O:12])[CH3:11])=[CH:13][CH:14]=1. (2) Reactant: [ClH:1].C(OC([NH:9][CH:10]1[CH2:15][CH2:14][N:13]([CH2:16][C:17]([O:19][CH2:20][CH3:21])=[O:18])[CH2:12][CH2:11]1)=O)(C)(C)C. Product: [ClH:1].[ClH:1].[NH2:9][CH:10]1[CH2:11][CH2:12][N:13]([CH2:16][C:17]([O:19][CH2:20][CH3:21])=[O:18])[CH2:14][CH2:15]1. The catalyst class is: 8. (3) Reactant: Br[C:2]1[C:3]([CH:8]=[O:9])=[N:4][CH:5]=[CH:6][CH:7]=1.[CH3:10][O:11][C:12]1[CH:17]=[CH:16][CH:15]=[CH:14][C:13]=1B(O)O.COCCOC.C([O-])([O-])=O.[Na+].[Na+]. Product: [CH3:10][O:11][C:12]1[CH:17]=[CH:16][CH:15]=[CH:14][C:13]=1[C:2]1[C:3]([CH:8]=[O:9])=[N:4][CH:5]=[CH:6][CH:7]=1. The catalyst class is: 176. (4) Reactant: [OH:1][C:2]1[CH:9]=[CH:8][C:5]([CH:6]=[O:7])=[CH:4][CH:3]=1.C([O-])([O-])=O.[K+].[K+].Cl[CH2:17][C:18]1[N:27]([CH3:28])[C:26](=[O:29])[C:25]2[C:20](=[CH:21][CH:22]=[CH:23][CH:24]=2)[N:19]=1. Product: [CH3:28][N:27]1[C:26](=[O:29])[C:25]2[C:20](=[CH:21][CH:22]=[CH:23][CH:24]=2)[N:19]=[C:18]1[CH2:17][O:1][C:2]1[CH:9]=[CH:8][C:5]([CH:6]=[O:7])=[CH:4][CH:3]=1. The catalyst class is: 31. (5) Reactant: [C:1]([O:5][C:6]([NH:8][C:9]1[N:10]=[CH:11][C:12]2[CH:13]=[CH:14][CH:15]=[C:16]([C:19](OC)=[O:20])[C:17]=2[CH:18]=1)=[O:7])([CH3:4])([CH3:3])[CH3:2].CC(C[AlH]CC(C)C)C.[C@H](O)(C([O-])=O)[C@@H](O)C([O-])=O.[Na+].[K+]. Product: [OH:20][CH2:19][C:16]1[CH:15]=[CH:14][CH:13]=[C:12]2[C:17]=1[CH:18]=[C:9]([NH:8][C:6](=[O:7])[O:5][C:1]([CH3:3])([CH3:2])[CH3:4])[N:10]=[CH:11]2. The catalyst class is: 1. (6) Reactant: CC1C=CC(S(O[CH2:12][C@H:13]2[CH2:18][CH2:17][C@@H:16]([OH:19])[CH2:15][CH2:14]2)(=O)=O)=CC=1.[C-]#N.[Na+].[CH3:23][N:24](C=O)C. Product: [OH:19][C@@H:16]1[CH2:15][CH2:14][C@H:13]([CH2:12][C:23]#[N:24])[CH2:18][CH2:17]1. The catalyst class is: 84. (7) Reactant: [OH:1][CH:2]1[C:18]([CH3:20])([CH3:19])[C:17](=[O:21])[CH:16]([CH3:22])[CH:15]([OH:23])[CH:14]([CH3:24])[CH2:13][CH2:12][CH2:11][CH:10]2[CH:8]([N:9]2[CH2:25][CH2:26][OH:27])[CH2:7][CH:6]([C:28]([CH3:36])=[CH:29][C:30]2[N:31]=[C:32]([CH3:35])[S:33][CH:34]=2)[O:5][C:4](=[O:37])[CH2:3]1.[C:38](=O)([O-:59])[O:39][CH2:40][CH:41](N1C2C=CC=CC=2N=N1)[S:42][S:43][C:44]1[CH:49]=[CH:48][CH:47]=[CH:46][N:45]=1. Product: [C:38](=[O:59])([O:39][CH2:40][CH2:41][S:42][S:43][C:44]1[CH:49]=[CH:48][CH:47]=[CH:46][N:45]=1)[O:27][CH2:26][CH2:25][N:9]1[C@@H:8]2[C@H:10]1[CH2:11][CH2:12][CH2:13][C@H:14]([CH3:24])[C@H:15]([OH:23])[C@@H:16]([CH3:22])[C:17](=[O:21])[C:18]([CH3:19])([CH3:20])[C@@H:2]([OH:1])[CH2:3][C:4](=[O:37])[O:5][C@H:6](/[C:28](/[CH3:36])=[CH:29]/[C:30]1[N:31]=[C:32]([CH3:35])[S:33][CH:34]=1)[CH2:7]2. The catalyst class is: 154. (8) Reactant: [F:1][C:2]1[C:7]([S:8]([CH3:11])(=[O:10])=[O:9])=[CH:6][CH:5]=[CH:4][C:3]=1[CH:12]1[CH2:17][CH2:16][NH:15][CH2:14][CH2:13]1.[C:18](=O)([O-])[O-].[K+].[K+].IC. Product: [F:1][C:2]1[C:7]([S:8]([CH3:11])(=[O:10])=[O:9])=[CH:6][CH:5]=[CH:4][C:3]=1[CH:12]1[CH2:17][CH2:16][N:15]([CH3:18])[CH2:14][CH2:13]1. The catalyst class is: 10. (9) Product: [C:22]([O:26][C:27](=[O:28])[NH:29][CH:30]([CH2:34][C:35]1[C:36]([CH3:45])=[CH:37][C:38]([C:42](=[O:44])[NH2:43])=[CH:39][C:40]=1[CH3:41])[C:31](=[O:32])[N:13]1[CH:12]([C:9]2[NH:10][CH:11]=[C:7]([C:1]3[CH:2]=[CH:3][CH:4]=[CH:5][CH:6]=3)[N:8]=2)[CH2:21][C:20]2[C:15](=[CH:16][CH:17]=[CH:18][CH:19]=2)[CH2:14]1)([CH3:25])([CH3:24])[CH3:23]. The catalyst class is: 9. Reactant: [C:1]1([C:7]2[N:8]=[C:9]([CH:12]3[CH2:21][C:20]4[C:15](=[CH:16][CH:17]=[CH:18][CH:19]=4)[CH2:14][NH:13]3)[NH:10][CH:11]=2)[CH:6]=[CH:5][CH:4]=[CH:3][CH:2]=1.[C:22]([O:26][C:27]([NH:29][CH:30]([CH2:34][C:35]1[C:40]([CH3:41])=[CH:39][C:38]([C:42](=[O:44])[NH2:43])=[CH:37][C:36]=1[CH3:45])[C:31](O)=[O:32])=[O:28])([CH3:25])([CH3:24])[CH3:23].O.OC1C2N=NNC=2C=CC=1.Cl.CN(C)CCCN=C=NCC. (10) Reactant: [CH2:1]([N:8]1[CH2:13][CH2:12][N:11]([C:14]([O:16][C:17]([CH3:20])([CH3:19])[CH3:18])=[O:15])[C@H:10]([CH2:21][C:22]2[CH:27]=[CH:26][C:25]([OH:28])=[CH:24][CH:23]=2)[CH2:9]1)[C:2]1[CH:7]=[CH:6][CH:5]=[CH:4][CH:3]=1.C(=O)([O-])[O-].[K+].[K+].[F:35][C:36]([F:51])([F:50])[S:37](OC1C=CC([N+]([O-])=O)=CC=1)(=[O:39])=[O:38].O. Product: [CH2:1]([N:8]1[CH2:13][CH2:12][N:11]([C:14]([O:16][C:17]([CH3:19])([CH3:20])[CH3:18])=[O:15])[C@H:10]([CH2:21][C:22]2[CH:27]=[CH:26][C:25]([O:28][S:37]([C:36]([F:51])([F:50])[F:35])(=[O:39])=[O:38])=[CH:24][CH:23]=2)[CH2:9]1)[C:2]1[CH:3]=[CH:4][CH:5]=[CH:6][CH:7]=1. The catalyst class is: 3.